From a dataset of Catalyst prediction with 721,799 reactions and 888 catalyst types from USPTO. Predict which catalyst facilitates the given reaction. (1) The catalyst class is: 15. Product: [F:1][C:2]1[CH:3]=[C:4]([N:5]2[C:19](=[O:20])[C:18]3[C:17](=[CH:25][CH:24]=[CH:23][CH:22]=3)[C:16]2=[O:21])[CH:6]=[C:7]([O:9][C:10]2[CH:11]=[N:12][CH:13]=[CH:14][CH:15]=2)[CH:8]=1. Reactant: [F:1][C:2]1[CH:3]=[C:4]([CH:6]=[C:7]([O:9][C:10]2[CH:11]=[N:12][CH:13]=[CH:14][CH:15]=2)[CH:8]=1)[NH2:5].[C:16]1(=O)[O:21][C:19](=[O:20])[C:18]2=[CH:22][CH:23]=[CH:24][CH:25]=[C:17]12.C(=O)(O)[O-].[Na+]. (2) Reactant: [CH3:1][S:2](Cl)(=[O:4])=[O:3].[NH2:6][C:7]1[CH:14]=[CH:13][CH:12]=[CH:11][C:8]=1[CH2:9][OH:10].N1C=CC=CC=1. Product: [OH:10][CH2:9][C:8]1[CH:11]=[CH:12][CH:13]=[CH:14][C:7]=1[NH:6][S:2]([CH3:1])(=[O:4])=[O:3]. The catalyst class is: 2. (3) Reactant: [CH3:1][C:2]1[N:6]=[C:5]([C:7]2[CH:29]=[CH:28][CH:27]=[CH:26][C:8]=2[C:9]([N:11]2[C@H:18]3[C@H:13]([CH2:14][CH2:15][N:16](C(OC(C)(C)C)=O)[CH2:17]3)[CH2:12]2)=[O:10])[O:4][N:3]=1.C(O)(C(F)(F)F)=O. Product: [C@H:18]12[N:11]([C:9]([C:8]3[CH:26]=[CH:27][CH:28]=[CH:29][C:7]=3[C:5]3[O:4][N:3]=[C:2]([CH3:1])[N:6]=3)=[O:10])[CH2:12][C@H:13]1[CH2:14][CH2:15][NH:16][CH2:17]2. The catalyst class is: 2. (4) Reactant: [Cl:1][C:2]1[C:7]([N:8]2[C:12]([CH3:13])=[CH:11][C:10]([CH3:14])=[N:9]2)=[C:6](Cl)[N:5]2[N:16]=[CH:17][C:18]([C:19]([O:21][CH3:22])=[O:20])=[C:4]2[N:3]=1.[CH:23]([NH2:26])([CH3:25])[CH3:24].C(=O)([O-])[O-].[K+].[K+].Cl. Product: [Cl:1][C:2]1[C:7]([N:8]2[C:12]([CH3:13])=[CH:11][C:10]([CH3:14])=[N:9]2)=[C:6]([NH:26][CH:23]([CH3:25])[CH3:24])[N:5]2[N:16]=[CH:17][C:18]([C:19]([O:21][CH3:22])=[O:20])=[C:4]2[N:3]=1. The catalyst class is: 10.